The task is: Predict which catalyst facilitates the given reaction.. This data is from Catalyst prediction with 721,799 reactions and 888 catalyst types from USPTO. (1) Reactant: C([O:3][C:4]1[CH:9]=[C:8]([Br:10])[CH:7]=[CH:6][C:5]=1[O:11][CH2:12][C@@H:13]1[CH2:15][O:14]1)=O. Product: [Br:10][C:8]1[CH:7]=[CH:6][C:5]2[O:11][CH2:12][C@H:13]([CH2:15][OH:14])[O:3][C:4]=2[CH:9]=1. The catalyst class is: 74. (2) Product: [CH3:15][N:7]1[C:8]2[C:4](=[CH:3][C:2]([N:31]3[CH2:29][CH2:27][O:26][CH2:25][CH2:24]3)=[CH:10][C:9]=2[C:11]([OH:13])=[O:12])[C:5]([CH:16]([CH3:18])[CH3:17])=[CH:6]1. Reactant: Br[C:2]1[CH:3]=[C:4]2[C:8](=[C:9]([C:11]([O:13]C)=[O:12])[CH:10]=1)[N:7]([CH3:15])[CH:6]=[C:5]2[CH:16]([CH3:18])[CH3:17].CS(O)=O.[Na].[CH3:24][CH2:25][O:26][C:27]([CH3:29])=O.C[N:31]1CCCC1=O. The catalyst class is: 205. (3) Reactant: [CH2:1]([O:3][C:4]([CH:6]1[CH:10]([C:11]2[CH:16]=[CH:15][C:14]([N+:17]([O-:19])=[O:18])=[CH:13][CH:12]=2)[CH2:9][NH:8][CH2:7]1)=[O:5])[CH3:2].[C:20](Cl)(=[O:27])[C:21]1[CH:26]=[CH:25][CH:24]=[CH:23][CH:22]=1.C(O)(=O)C1C=CC=CC=1.C(Cl)(=O)C(Cl)=O. Product: [CH2:1]([O:3][C:4]([CH:6]1[CH:10]([C:11]2[CH:16]=[CH:15][C:14]([N+:17]([O-:19])=[O:18])=[CH:13][CH:12]=2)[CH2:9][N:8]([C:20](=[O:27])[C:21]2[CH:26]=[CH:25][CH:24]=[CH:23][CH:22]=2)[CH2:7]1)=[O:5])[CH3:2]. The catalyst class is: 347. (4) Reactant: [F:1][C:2]1[C:7]([NH:8][C:9]2[C:14]([C:15]3[N:23]=[CH:22][N:21]=[C:20]4[C:16]=3[N:17]=[CH:18][N:19]4[CH:24]3[CH2:29][CH2:28][CH2:27][CH2:26][O:25]3)=[CH:13][CH:12]=[CH:11][N:10]=2)=[C:6]([F:30])[CH:5]=[CH:4][C:3]=1[NH:31][S:32]([CH2:35][CH2:36][CH3:37])(=[O:34])=[O:33].[Li+].CC([N-]C(C)C)C.[Cl:46]C(Cl)(Cl)C(Cl)(Cl)Cl. Product: [Cl:46][C:18]1[N:19]([CH:24]2[CH2:29][CH2:28][CH2:27][CH2:26][O:25]2)[C:20]2[C:16]([N:17]=1)=[C:15]([C:14]1[C:9]([NH:8][C:7]3[C:2]([F:1])=[C:3]([NH:31][S:32]([CH2:35][CH2:36][CH3:37])(=[O:34])=[O:33])[CH:4]=[CH:5][C:6]=3[F:30])=[N:10][CH:11]=[CH:12][CH:13]=1)[N:23]=[CH:22][N:21]=2. The catalyst class is: 1. (5) Reactant: [CH3:1][C:2]([CH3:26])([CH3:25])[CH2:3][CH2:4]/[N:5]=[CH:6]\[C:7]1[S:11][C:10]([CH:12]2[CH2:17][CH2:16][N:15]([C:18]([O:20][C:21]([CH3:24])([CH3:23])[CH3:22])=[O:19])[CH2:14][CH2:13]2)=[N:9][CH:8]=1.[SH:27][C@@H:28]([CH2:32][C:33]([OH:35])=[O:34])[C:29](O)=[O:30]. Product: [C:21]([O:20][C:18]([N:15]1[CH2:16][CH2:17][CH:12]([C:10]2[S:11][C:7]([CH:6]3[N:5]([CH2:4][CH2:3][C:2]([CH3:26])([CH3:25])[CH3:1])[C:29](=[O:30])[C@H:28]([CH2:32][C:33]([OH:35])=[O:34])[S:27]3)=[CH:8][N:9]=2)[CH2:13][CH2:14]1)=[O:19])([CH3:24])([CH3:23])[CH3:22]. The catalyst class is: 11. (6) Reactant: C(N(CC)CC)C.[Cl:8][C:9]1[C:16]([Cl:17])=[CH:15][CH:14]=[C:13]([N+:18]([O-:20])=[O:19])[C:10]=1[CH2:11]O.S(Cl)([Cl:23])=O.O. Product: [Cl:8][C:9]1[C:16]([Cl:17])=[CH:15][CH:14]=[C:13]([N+:18]([O-:20])=[O:19])[C:10]=1[CH2:11][Cl:23]. The catalyst class is: 11. (7) Reactant: [CH3:1][O:2][C:3]1[CH:12]=[CH:11][C:10](/[CH:13]=[N:14]/OC)=[CH:9][C:4]=1[C:5]([O:7][CH3:8])=[O:6].Cl. Product: [NH2:14][CH2:13][C:10]1[CH:11]=[CH:12][C:3]([O:2][CH3:1])=[C:4]([CH:9]=1)[C:5]([O:7][CH3:8])=[O:6]. The catalyst class is: 19. (8) Reactant: Cl.[CH3:2][N:3]([C@@H:28]1[CH2:33][CH2:32][CH2:31][NH:30][CH2:29]1)[C:4]1[N:5]=[C:6]([NH:13][C:14]2[CH:19]=[CH:18][C:17]([C:20]([N:22]3[CH2:27][CH2:26][O:25][CH2:24][CH2:23]3)=[O:21])=[CH:16][CH:15]=2)[C:7]([C:10]([NH2:12])=[O:11])=[N:8][CH:9]=1.CCN(C(C)C)C(C)C.[C:43]([Cl:47])(=[O:46])[CH:44]=[CH2:45]. Product: [C:43]([N:30]1[CH2:31][CH2:32][CH2:33][C@@H:28]([N:3]([CH3:2])[C:4]2[N:5]=[C:6]([NH:13][C:14]3[CH:19]=[CH:18][C:17]([C:20]([N:22]4[CH2:23][CH2:24][O:25][CH2:26][CH2:27]4)=[O:21])=[CH:16][CH:15]=3)[C:7]([C:10]([NH2:12])=[O:11])=[N:8][CH:9]=2)[CH2:29]1)(=[O:46])[CH:44]=[CH2:45].[ClH:47]. The catalyst class is: 37. (9) Reactant: C([O:3][C:4](=O)[CH2:5][N:6]1[C:19]2[CH:18]=[CH:17][CH:16]=[CH:15][C:14]=2[O:13][C:12]2[C:7]1=[CH:8][CH:9]=[CH:10][CH:11]=2)C.[H-].[Al+3].[Li+].[H-].[H-].[H-]. Product: [CH:18]1[C:19]2[N:6]([CH2:5][CH2:4][OH:3])[C:7]3[C:12](=[CH:11][CH:10]=[CH:9][CH:8]=3)[O:13][C:14]=2[CH:15]=[CH:16][CH:17]=1. The catalyst class is: 7. (10) Reactant: [CH2:1]([O:3][C:4]([C:6]1[C:7](=[O:29])[C:8]2[CH:13]=[N:12][C:11](S(C)(=O)=O)=[N:10][C:9]=2[N:18]([C:20]2[CH:21]=[C:22]3[C:26](=[CH:27][CH:28]=2)[CH2:25][CH2:24]C3)[CH:19]=1)=[O:5])[CH3:2].[CH3:30][N:31]1[CH2:36][CH2:35][N:34]([CH2:37][CH2:38][C:39]2[CH:44]=[CH:43][C:42]([NH2:45])=[CH:41][CH:40]=2)[CH2:33][CH2:32]1. Product: [CH2:1]([O:3][C:4]([C:6]1[C:7](=[O:29])[C:8]2[CH:13]=[N:12][C:11]([NH:45][C:42]3[CH:41]=[CH:40][C:39]([CH2:38][CH2:37][N:34]4[CH2:35][CH2:36][N:31]([CH3:30])[CH2:32][CH2:33]4)=[CH:44][CH:43]=3)=[N:10][C:9]=2[N:18]([C:20]2[CH:28]=[CH:27][C:26]([C:25]#[CH:24])=[CH:22][CH:21]=2)[CH:19]=1)=[O:5])[CH3:2]. The catalyst class is: 32.